From a dataset of Reaction yield outcomes from USPTO patents with 853,638 reactions. Predict the reaction yield, written as a fraction of the theoretical maximum amount of product (1.0 means a 100% yield; for example, 0.34 means a 34% yield). (1) The yield is 0.950. The product is [OH:33][NH:32][C:31]([CH:13]1[CH2:12][N:11]([C:9](=[O:10])[CH2:8][NH2:7])[CH2:16][CH2:15][N:14]1[S:17]([C:20]1[CH:25]=[CH:24][C:23]([O:26][CH2:27][C:28]#[C:29][CH3:30])=[CH:22][CH:21]=1)(=[O:19])=[O:18])=[O:34]. The catalyst is C(Cl)Cl.C(OCC)(=O)C. The reactants are C(OC(=O)[NH:7][CH2:8][C:9]([N:11]1[CH2:16][CH2:15][N:14]([S:17]([C:20]2[CH:25]=[CH:24][C:23]([O:26][CH2:27][C:28]#[C:29][CH3:30])=[CH:22][CH:21]=2)(=[O:19])=[O:18])[CH:13]([C:31](=[O:34])[NH:32][OH:33])[CH2:12]1)=[O:10])(C)(C)C.FC(F)(F)C(O)=O. (2) The reactants are [OH:1][CH:2]([C:21]1[CH:26]=[CH:25][CH:24]=[CH:23][CH:22]=1)[C:3]1[CH:8]=[CH:7][C:6]([C:9]2[NH:13][C:12]3[CH:14]=[CH:15][C:16]([C:18]([NH2:20])=[O:19])=[CH:17][C:11]=3[N:10]=2)=[CH:5][CH:4]=1.Cl.[CH:28](Cl)(Cl)Cl. No catalyst specified. The product is [CH3:28][O:1][CH:2]([C:21]1[CH:22]=[CH:23][CH:24]=[CH:25][CH:26]=1)[C:3]1[CH:4]=[CH:5][C:6]([C:9]2[NH:13][C:12]3[CH:14]=[CH:15][C:16]([C:18]([NH2:20])=[O:19])=[CH:17][C:11]=3[N:10]=2)=[CH:7][CH:8]=1. The yield is 0.470. (3) The reactants are [Br:1][C:2]1[C:10]2[C:9]3[CH2:11][N:12]([CH2:21][C:22]([F:25])([F:24])[F:23])[C:13](=[O:20])[C@H:14]([CH2:16][C:17](O)=[O:18])[CH2:15][C:8]=3[CH:7]=[C:6]([Br:26])[C:5]=2[NH:4][N:3]=1.C(N(CC)C(C)C)(C)C.CN(C(ON1N=NC2C=CC=CC1=2)=[N+](C)C)C.[B-](F)(F)(F)F.Cl.Cl.[NH:60]1[CH2:65][CH2:64][CH:63]([N:66]2[C:74]3[C:69](=[N:70][CH:71]=[CH:72][CH:73]=3)[NH:68][C:67]2=[O:75])[CH2:62][CH2:61]1. The catalyst is CN(C)C=O. The product is [Br:1][C:2]1[C:10]2[C:9]3[CH2:11][N:12]([CH2:21][C:22]([F:25])([F:23])[F:24])[C:13](=[O:20])[C@H:14]([CH2:16][C:17](=[O:18])[N:60]4[CH2:61][CH2:62][CH:63]([N:66]5[C:74]6[C:69](=[N:70][CH:71]=[CH:72][CH:73]=6)[NH:68][C:67]5=[O:75])[CH2:64][CH2:65]4)[CH2:15][C:8]=3[CH:7]=[C:6]([Br:26])[C:5]=2[NH:4][N:3]=1. The yield is 0.340. (4) The product is [C:5]([NH:4][NH:3][CH:1]([CH3:2])[C:20]([CH:14]1[CH2:15][CH:16]2[CH2:19][CH:13]1[CH2:18][CH2:17]2)([CH3:29])[C:21]([O:27][CH3:28])=[O:22])(=[O:12])[C:6]1[CH:11]=[CH:10][CH:9]=[CH:8][CH:7]=1. The reactants are [CH:1](=[N:3][NH:4][C:5](=[O:12])[C:6]1[CH:11]=[CH:10][CH:9]=[CH:8][CH:7]=1)[CH3:2].[CH:13]12[CH2:19][CH:16]([CH2:17][CH2:18]1)[CH2:15][CH:14]2[C:20]([CH3:29])=[C:21]([O:27][CH3:28])[O:22][Si](C)(C)C. The yield is 0.770. The catalyst is C(#N)C.[O-]S(C(F)(F)F)(=O)=O.[Sc+3].[O-]S(C(F)(F)F)(=O)=O.[O-]S(C(F)(F)F)(=O)=O. (5) The catalyst is O.O1CCCC1.CO. The reactants are O.[OH-].[Li+].[Cl:4][C:5]1[CH:30]=[C:29]([C:31]([NH:33][CH2:34][C:35]2[CH:40]=[CH:39][CH:38]=[C:37]([OH:41])[CH:36]=2)=[O:32])[CH:28]=[C:27]([Cl:42])[C:6]=1[C:7]([NH:9][C@H:10]([C:23]([O:25]C)=[O:24])[CH2:11][NH:12][C:13](=[O:22])[C:14]1[CH:19]=[C:18]([OH:20])[CH:17]=[C:16]([OH:21])[CH:15]=1)=[O:8]. The product is [Cl:4][C:5]1[CH:30]=[C:29]([C:31]([NH:33][CH2:34][C:35]2[CH:40]=[CH:39][CH:38]=[C:37]([OH:41])[CH:36]=2)=[O:32])[CH:28]=[C:27]([Cl:42])[C:6]=1[C:7]([NH:9][C@H:10]([C:23]([OH:25])=[O:24])[CH2:11][NH:12][C:13](=[O:22])[C:14]1[CH:15]=[C:16]([OH:21])[CH:17]=[C:18]([OH:20])[CH:19]=1)=[O:8]. The yield is 0.650. (6) The reactants are [Al+3].[Cl-].[Cl-].[Cl-].[Cl:5][CH2:6][CH2:7][CH2:8][C:9](Cl)=[O:10].[F:12][C:13]1[CH:14]=[C:15]2[C:19](=[CH:20][CH:21]=1)[NH:18][CH:17]=[CH:16]2.Cl. The yield is 0.650. The catalyst is ClCCl. The product is [Cl:5][CH2:6][CH2:7][CH2:8][C:9]([C:16]1[C:15]2[C:19](=[CH:20][CH:21]=[C:13]([F:12])[CH:14]=2)[NH:18][CH:17]=1)=[O:10]. (7) The reactants are [Cl:1][C:2]1[CH:18]=[CH:17][C:5]([CH2:6][N:7]2[C:12](SC)=[N:11][C:10](=[O:15])[NH:9][C:8]2=[O:16])=[CH:4][CH:3]=1.[F:19][C:20]1[CH:21]=[C:22]([CH:24]=[CH:25][C:26]=1[O:27][CH:28]([CH3:30])[CH3:29])[NH2:23].C(O)(C)(C)C.C(=O)(O)[O-].[Na+]. The catalyst is C(O)(=O)C. The product is [Cl:1][C:2]1[CH:18]=[CH:17][C:5]([CH2:6][N:7]2[C:12]([NH:23][C:22]3[CH:24]=[CH:25][C:26]([O:27][CH:28]([CH3:29])[CH3:30])=[C:20]([F:19])[CH:21]=3)=[N:11][C:10](=[O:15])[NH:9][C:8]2=[O:16])=[CH:4][CH:3]=1. The yield is 0.760. (8) The reactants are [H-].[Na+].[Cl:3][C:4]1[CH:12]=[C:11]2[C:7]([CH:8]=[CH:9][NH:10]2)=[CH:6][N:5]=1.Cl[CH2:14][O:15][CH2:16][CH2:17][Si:18]([CH3:21])([CH3:20])[CH3:19]. The catalyst is CN(C=O)C. The product is [Cl:3][C:4]1[N:5]=[CH:6][C:7]2[CH:8]=[CH:9][N:10]([CH2:14][O:15][CH2:16][CH2:17][Si:18]([CH3:21])([CH3:20])[CH3:19])[C:11]=2[CH:12]=1. The yield is 0.820. (9) The reactants are [N:1]1[CH:6]=[CH:5][CH:4]=[CH:3][C:2]=1[CH2:7][CH2:8][N:9]1[CH2:14][CH2:13][N:12]([C:15]2[C:23]3[O:22][C:21]([C:24]([O-])=[O:25])=[CH:20][C:19]=3[CH:18]=[CH:17][CH:16]=2)[CH2:11][CH2:10]1.[Li+].[B-](F)(F)(F)F.CN(C(ON1C(=O)CCC1=O)=[N+](C)C)C.C(N(CC)CC)C.[N:55]1[CH:60]=[CH:59][CH:58]=[CH:57][C:56]=1[CH2:61][NH2:62]. The catalyst is CN(C=O)C. The product is [N:1]1[CH:6]=[CH:5][CH:4]=[CH:3][C:2]=1[CH2:7][CH2:8][N:9]1[CH2:10][CH2:11][N:12]([C:15]2[C:23]3[O:22][C:21]([C:24]([NH:62][CH2:61][C:56]4[CH:57]=[CH:58][CH:59]=[CH:60][N:55]=4)=[O:25])=[CH:20][C:19]=3[CH:18]=[CH:17][CH:16]=2)[CH2:13][CH2:14]1. The yield is 0.490. (10) The reactants are Cl[C:2]1[N:7]=[C:6]([NH2:8])[CH:5]=[CH:4][N:3]=1.[CH3:9][C:10]1([OH:16])[CH2:15][CH2:14][NH:13][CH2:12][CH2:11]1. The product is [NH2:8][C:6]1[CH:5]=[CH:4][N:3]=[C:2]([N:13]2[CH2:14][CH2:15][C:10]([CH3:9])([OH:16])[CH2:11][CH2:12]2)[N:7]=1. The yield is 0.590. The catalyst is CS(C)=O.O.